From a dataset of Peptide-MHC class II binding affinity with 134,281 pairs from IEDB. Regression. Given a peptide amino acid sequence and an MHC pseudo amino acid sequence, predict their binding affinity value. This is MHC class II binding data. (1) The peptide sequence is VAPLYGVEGTKTPVS. The MHC is DRB1_1301 with pseudo-sequence DRB1_1301. The binding affinity (normalized) is 0.200. (2) The peptide sequence is GELQIVDKIDAGFKI. The MHC is DRB1_1501 with pseudo-sequence DRB1_1501. The binding affinity (normalized) is 0.566. (3) The peptide sequence is CSAVPVHWVPTSRTTW. The MHC is DRB1_0901 with pseudo-sequence DRB1_0901. The binding affinity (normalized) is 0.496. (4) The peptide sequence is PYRPNITSTALDLSS. The MHC is DRB1_0101 with pseudo-sequence DRB1_0101. The binding affinity (normalized) is 0.744.